This data is from Experimentally validated miRNA-target interactions with 360,000+ pairs, plus equal number of negative samples. The task is: Binary Classification. Given a miRNA mature sequence and a target amino acid sequence, predict their likelihood of interaction. (1) The miRNA is dme-miR-iab-8-5p with sequence UUACGUAUACUGAAGGUAUACCG. The protein sequence of the target gene is MAAPAREPALRCCIRLARVFLLLVLACEVAGSDEAEAREGAASLAGSCGCGTPQRAGAHGSSAAAQRYSREANAPGLTSGPRPLALTKMVPIPAGVFTMGTDDPQIRQDGEAPARRVTVDGFYMDAYEVSNADFEKFVNSTGYLTEAEKFGDSFVFEGMLSEQVKTHIHQAVAAAPWWLPVKGANWRHPEGPDSSILHRSNHPVLHVSWNDAVAYCTWAGKRLPTEAEWEYSCRGGLQNRLFPWGNKLQPKGQHYANIWQGKFPVSNTGEDGFQGTAPVDAFPPNGYGLYNIVGNVWEWT.... Result: 0 (no interaction). (2) The miRNA is hsa-miR-1278 with sequence UAGUACUGUGCAUAUCAUCUAU. The protein sequence of the target gene is MDQVMQFVEPSRQFVKDSIRLVKRCTKPDRKEFQKIAMATAIGFAIMGFIGFFVKLIHIPINNIIVGG. Result: 0 (no interaction). (3) The miRNA is hsa-miR-502-5p with sequence AUCCUUGCUAUCUGGGUGCUA. The protein sequence of the target gene is MPLTPEPPSGRVEGPPAWEAAPWPSLPCGPCIPIMLVLATLAALFILTTAVLAERLFRRALRPDPSHRAPTLVWRPGGELWIEPMGTARERSEDWYGSAVPLLTDRAPEPPTQVGTLEARATAPPAPSAPNSAPSNLGPQTVLEVPARSTFWGPQPWEGRPPATGLVSWAEPEQRPEASVQFGSPQARRQRPGSPDPEWGLQPRVTLEQISAFWKREGRTSVGF. Result: 0 (no interaction). (4) The miRNA is hsa-miR-4514 with sequence ACAGGCAGGAUUGGGGAA. The protein sequence of the target gene is MTLIWRHLLRPLCLVTSAPRILEMHPFLSLGTSRTSVTKLSLHTKPRMPPCDFMPERYQSLGYNRVLEIHKEHLSPVVTAYFQKPLLLHQGHMEWLFDAEGSRYLDFFSGIVTVSVGHCHPKVNAVAQKQLGRLWHTSTVFFHPPMHEYAEKLAALLPEPLKVIFLVNSGSEANELAMLMARAHSNNIDIISFRGAYHGCSPYTLGLTNVGTYKMELPGGTGCQPTMCPDVFRGPWGGSHCRDSPVQTIRKCSCAPDCCQAKDQYIEQFKDTLSTSVAKSIAGFFAEPIQGVNGVVQYPK.... Result: 1 (interaction). (5) Result: 1 (interaction). The miRNA is hsa-miR-7977 with sequence UUCCCAGCCAACGCACCA. The protein sequence of the target gene is MKTVKEKKECQRLRKSAKTRRVTQRKPSSGPVCWLCLREPGDPEKLGEFLQKDNISVHYFCLILSSKLPQRGQSNRGFHGFLPEDIKKEAARASRKICFVCKKKGAAINCQKDQCLRNFHLPCGQERGCLSQFFGEYKSFCDKHRPTQNIQHGHVGEESCILCCEDLSQQSVENIQSPCCSQAIYHRKCIQKYAHTSAKHFFKCPQCNNRKEFPQEMLRMGIHIPDRDAAWELEPGAFSDLYQRYQHCDAPICLYEQGRDSFEDEGRWCLILCATCGSHGTHRDCSSLRSNSKKWECEEC.... (6) The miRNA is rno-miR-98-5p with sequence UGAGGUAGUAAGUUGUAUUGUU. The protein sequence of the target gene is MRPKRLGRCCAGSRLGPGDPAALTCAPSPSASPAPEPSAQPQARGTGQRVGSRATSGSQFLSEARTGARPASEAGAKAGARRPSAFSAIQGDVRSMPDNSDAPWTRFVFQGPFGSRATGRGTGKAAGIWKTPAAYVGRRPGVSGPERAAFIRELEEALCPNLPPPVKKITQEDVKVMLYLLEELLPPVWESVTYGMVLQRERDLNTAARIGQSLVKQNSVLMEENSKLEALLGSAKEEILYLRHQVNLRDELLQLYSDSDEEDEDEEEEEEEKEAEEEQEEEEAEEDLQCAHPCDAPKLI.... Result: 0 (no interaction). (7) The miRNA is hsa-miR-6776-5p with sequence UCUGGGUGCAGUGGGGGUU. The protein sequence of the target gene is MEPSWLQELMAHPFLLLILLCMSLLLFQVIRLYQRRRWMIRALHLFPAPPAHWFYGHKEFYPVKEFEVYHKLMEKYPCAVPLWVGPFTMFFSVHDPDYAKILLKRQDPKSAVSHKILESWVGRGLVTLDGSKWKKHRQIVKPGFNISILKIFITMMSESVRMMLNKWEEHIAQNSRLELFQHVSLMTLDSIMKCAFSHQGSIQLDSTLDSYLKAVFNLSKISNQRMNNFLHHNDLVFKFSSQGQIFSKFNQELHQFTEKVIQDRKESLKDKLKQDTTQKRRWDFLDILLSAKSENTKDFS.... Result: 0 (no interaction).